This data is from Forward reaction prediction with 1.9M reactions from USPTO patents (1976-2016). The task is: Predict the product of the given reaction. Given the reactants BrC1C=C2C(=CC=1)N=C(C1C=CC=CC=1O)N=C2N[C@H]1CCN(C(OC(C)(C)C)=O)C1.[CH3:32][C:33]([OH:37])([CH3:36])[C:34]#[CH:35].Br[C:39]1[CH:40]=[C:41]2[C:46](=[CH:47][CH:48]=1)[N:45]=[C:44]([C:49]1[CH:54]=[C:53]([F:55])[CH:52]=[CH:51][C:50]=1[OH:56])[N:43]=[C:42]2[NH:57][C@H:58]1[CH2:62][CH2:61][N:60](C(OC(C)(C)C)=O)[CH2:59]1.OC1C=CC=CC=1C1N=C(N[C@H]2CCN(C(OC(C)(C)C)=O)C2)C2C(=CC=C(C#CCO)C=2)N=1, predict the reaction product. The product is: [F:55][C:53]1[CH:52]=[CH:51][C:50]([OH:56])=[C:49]([C:44]2[N:43]=[C:42]([NH:57][C@H:58]3[CH2:62][CH2:61][NH:60][CH2:59]3)[C:41]3[C:46](=[CH:47][CH:48]=[C:39]([CH2:35][CH2:34][C:33]([OH:37])([CH3:36])[CH3:32])[CH:40]=3)[N:45]=2)[CH:54]=1.